From a dataset of Catalyst prediction with 721,799 reactions and 888 catalyst types from USPTO. Predict which catalyst facilitates the given reaction. (1) Reactant: [Cl:1][C:2]1[CH:3]=[C:4]([C@H:9]2[CH2:13][CH2:12][N:11]([C@H:14]3[CH2:18][CH2:17][N:16]([C:19]4[CH:24]=[CH:23][C:22]([S:25]([N:28](S(C5C=CC(OC)=CC=5)(=O)=O)[C:29]5[S:30][CH:31]=[CH:32][N:33]=5)(=[O:27])=[O:26])=[CH:21][CH:20]=4)[C:15]3=[O:45])[CH2:10]2)[CH:5]=[C:6]([Cl:8])[CH:7]=1.N1CCOCC1. Product: [Cl:1][C:2]1[CH:3]=[C:4]([C@H:9]2[CH2:13][CH2:12][N:11]([C@H:14]3[CH2:18][CH2:17][N:16]([C:19]4[CH:20]=[CH:21][C:22]([S:25]([NH:28][C:29]5[S:30][CH:31]=[CH:32][N:33]=5)(=[O:26])=[O:27])=[CH:23][CH:24]=4)[C:15]3=[O:45])[CH2:10]2)[CH:5]=[C:6]([Cl:8])[CH:7]=1. The catalyst class is: 2. (2) Reactant: [Cl:1][C:2]1[CH:7]=[CH:6][C:5]([N+:8]([O-])=O)=[CH:4][C:3]=1[C:11]1[C:26](=[O:27])[N:25]([O:28][CH3:29])[C:14]2[N:15]=[C:16]([NH:19][CH2:20][CH2:21][N:22]([CH3:24])[CH3:23])[N:17]=[CH:18][C:13]=2[CH:12]=1.Cl. Product: [NH2:8][C:5]1[CH:6]=[CH:7][C:2]([Cl:1])=[C:3]([C:11]2[C:26](=[O:27])[N:25]([O:28][CH3:29])[C:14]3[N:15]=[C:16]([NH:19][CH2:20][CH2:21][N:22]([CH3:24])[CH3:23])[N:17]=[CH:18][C:13]=3[CH:12]=2)[CH:4]=1. The catalyst class is: 447. (3) Reactant: [CH2:1]([O:6][C:7]1[CH:12]=[CH:11][C:10](O)=[CH:9][CH:8]=1)[CH2:2][CH2:3][CH2:4][CH3:5].[CH2:14]([O:16][C:17]([O:19][C:20]1[CH:25]=[CH:24][C:23](/[CH:26]=[CH:27]/[C:28]([OH:30])=[O:29])=[CH:22][CH:21]=1)=[O:18])[CH3:15].Cl.CN(C)CCCN=C=NCC. Product: [CH2:14]([O:16][C:17]([O:19][C:20]1[CH:25]=[CH:24][C:23](/[CH:26]=[CH:27]/[C:28]([O:30][C:10]2[CH:11]=[CH:12][C:7]([O:6][CH2:1][CH2:2][CH2:3][CH2:4][CH3:5])=[CH:8][CH:9]=2)=[O:29])=[CH:22][CH:21]=1)=[O:18])[CH3:15]. The catalyst class is: 119. (4) Reactant: [F:1][C:2]([F:13])([F:12])[C:3]1[CH:11]=[CH:10][C:6]([C:7]([OH:9])=O)=[CH:5][CH:4]=1.CN(C)CCCN=C=NCC.O.ON1C2C=CC=CC=2N=N1.O[NH:37][C:38](=[NH:47])[C:39]1[CH:44]=[CH:43][C:42]([CH2:45][OH:46])=[CH:41][CH:40]=1. Product: [F:12][C:2]([F:1])([F:13])[C:3]1[CH:4]=[CH:5][C:6]([C:7]2[O:9][N:47]=[C:38]([C:39]3[CH:44]=[CH:43][C:42]([CH2:45][OH:46])=[CH:41][CH:40]=3)[N:37]=2)=[CH:10][CH:11]=1. The catalyst class is: 9. (5) Reactant: [NH2:1][C@@H:2]1[CH2:7][CH2:6][CH2:5][N:4]([C:8]([O:10][C:11]([CH3:14])([CH3:13])[CH3:12])=[O:9])[CH2:3]1.Cl[C:16]1[N:21]=[C:20]([C:22]2[N:26]3[CH:27]=[C:28]([F:31])[CH:29]=[CH:30][C:25]3=[N:24][CH:23]=2)[N:19]=[C:18]([N:32]2[CH2:36][CH2:35][CH2:34][C@H:33]2[C:37]([O:39][CH3:40])=[O:38])[CH:17]=1. Product: [F:31][C:28]1[CH:29]=[CH:30][C:25]2[N:26]([C:22]([C:20]3[N:21]=[C:16]([NH:1][C@@H:2]4[CH2:7][CH2:6][CH2:5][N:4]([C:8]([O:10][C:11]([CH3:14])([CH3:13])[CH3:12])=[O:9])[CH2:3]4)[CH:17]=[C:18]([N:32]4[CH2:36][CH2:35][CH2:34][C@H:33]4[C:37]([O:39][CH3:40])=[O:38])[N:19]=3)=[CH:23][N:24]=2)[CH:27]=1. The catalyst class is: 8. (6) Reactant: BrC1C=C(C2C=CC=C(C3C=N[C:21]4[C:16](=[C:17]5C=CC=[CH:28][C:18]5=[C:19]5C=CC=[CH:24][C:20]5=4)N=3)C=2)C=CC=1.N1C2C(=C3C=CC=CC3=C3C=CC=CC3=2)N=C[C:33]=1C1C=C(B2OC(C)(C)C(C)(C)O2)C=CC=1.CC1C=CC=CC=1P(C1C=CC=CC=1C)C1C=CC=CC=1C.C(=O)([O-])[O-].[K+].[K+]. Product: [C:16]1([CH3:33])[CH:17]=[C:18]([CH3:28])[CH:19]=[C:20]([CH3:24])[CH:21]=1. The catalyst class is: 548. (7) Product: [Br:1][C:2]1[CH:3]=[C:4]([CH2:8][CH2:9][C:10]([NH2:14])=[O:12])[CH:5]=[CH:6][CH:7]=1. Reactant: [Br:1][C:2]1[CH:3]=[C:4]([CH2:8][CH2:9][C:10]([OH:12])=O)[CH:5]=[CH:6][CH:7]=1.O[N:14]1C(=O)CCC1=O.C1(N=C=NC2CCCCC2)CCCCC1. The catalyst class is: 2. (8) Reactant: [CH3:1][C:2]1[CH:3]=[N:4][C:5]([CH2:11][S+:12]([O-:24])[C:13]2[NH:14][C:15]3[CH:16]=[CH:17][C:18]([O:22][CH3:23])=[CH:19][C:20]=3[N:21]=2)=[C:6]([CH3:10])[C:7]=1[O:8][CH3:9].ClCCl.[OH-].[Na+:29].O. Product: [CH3:1][C:2]1[CH:3]=[N:4][C:5]([CH2:11][S+:12]([O-:24])[C:13]2[N-:14][C:15]3[CH:16]=[CH:17][C:18]([O:22][CH3:23])=[CH:19][C:20]=3[N:21]=2)=[C:6]([CH3:10])[C:7]=1[O:8][CH3:9].[Na+:29]. The catalyst class is: 824.